This data is from Reaction yield outcomes from USPTO patents with 853,638 reactions. The task is: Predict the reaction yield, written as a fraction of the theoretical maximum amount of product (1.0 means a 100% yield; for example, 0.34 means a 34% yield). (1) The reactants are [C:1]([NH:8][C@H:9]([C:17]([OH:19])=[O:18])[CH2:10][C:11]1[CH:16]=[CH:15][CH:14]=[CH:13][CH:12]=1)([O:3][C:4]([CH3:7])([CH3:6])[CH3:5])=[O:2].C(N(CC)CC)C.O[C:28]1[CH:33]=[CH:32][C:31]([C:34]2[CH:39]=[CH:38][N:37]=[C:36]([NH:40][C:41]3[CH:46]=[CH:45][C:44]([S:47]([NH2:50])(=[O:49])=[O:48])=[CH:43][CH:42]=3)[N:35]=2)=[CH:30][CH:29]=1.CN([P+](ON1N=NC2C=CC=CC1=2)(N(C)C)N(C)C)C.F[P-](F)(F)(F)(F)F. The catalyst is C(Cl)Cl. The product is [C:4]([O:3][C:1]([NH:8][C@@H:9]([CH2:10][C:11]1[CH:12]=[CH:13][CH:14]=[CH:15][CH:16]=1)[C:17]([O:19][C:28]1[CH:33]=[CH:32][C:31]([C:34]2[CH:39]=[CH:38][N:37]=[C:36]([NH:40][C:41]3[CH:46]=[CH:45][C:44]([S:47](=[O:48])(=[O:49])[NH2:50])=[CH:43][CH:42]=3)[N:35]=2)=[CH:30][CH:29]=1)=[O:18])=[O:2])([CH3:5])([CH3:7])[CH3:6]. The yield is 0.380. (2) The reactants are [Cl:1][C:2]1([C:22]([O:24]CC)=[O:23])[CH:7]=[CH:6][C:5]([N:8]([C:12]2[CH:17]=[CH:16][CH:15]=[CH:14][C:13]=2[C:18]([F:21])([F:20])[F:19])[C:9](=[O:11])[NH2:10])=[CH:4][CH2:3]1.[OH-].[K+]. The catalyst is CO. The product is [Cl:1][C:2]1([C:22]([OH:24])=[O:23])[CH:3]=[CH:4][C:5]([N:8]([C:12]2[CH:17]=[CH:16][CH:15]=[CH:14][C:13]=2[C:18]([F:21])([F:19])[F:20])[C:9](=[O:11])[NH2:10])=[CH:6][CH2:7]1. The yield is 0.920. (3) The reactants are [Br:1][C:2]1[CH:3]=[C:4]([CH2:8][CH2:9][C:10]([OH:12])=[O:11])[CH:5]=[CH:6][CH:7]=1.[C:13](Cl)(=O)[C:14](Cl)=O. The product is [CH2:13]([O:11][C:10](=[O:12])[CH2:9][CH2:8][C:4]1[CH:5]=[CH:6][CH:7]=[C:2]([Br:1])[CH:3]=1)[CH3:14]. The catalyst is C(Cl)Cl.CN(C=O)C. The yield is 1.00. (4) The reactants are C(O)(=O)C.C(O)(=O)C.IC1C=CC=CC=1.[Cl:16][C:17]1[N:22]=[C:21]([N:23]2[CH2:28][CH2:27][O:26][CH2:25][C@H:24]2[CH3:29])[CH:20]=[C:19]([CH2:30][S:31]([CH3:33])=[O:32])[N:18]=1.[F:34][C:35]([F:40])([F:39])[C:36]([NH2:38])=[O:37].[O-2].[Mg+2]. The catalyst is C(Cl)Cl.CC([O-])=O.CC([O-])=O.CC([O-])=O.CC([O-])=O.[Rh+2].[Rh+2]. The product is [Cl:16][C:17]1[N:18]=[C:19]([CH2:30][S:31]([CH3:33])(=[O:32])=[N:38][C:36](=[O:37])[C:35]([F:40])([F:39])[F:34])[CH:20]=[C:21]([N:23]2[CH2:28][CH2:27][O:26][CH2:25][C@H:24]2[CH3:29])[N:22]=1. The yield is 0.820. (5) The reactants are [C:1]([O:10][CH2:11][CH3:12])(=[O:9])[C:2]1[C:3](=[CH:5][CH:6]=[CH:7][CH:8]=1)[OH:4].CC(C)([O-])C.[K+].I[C:20]1[CH:21]=[CH:22][C:23]2[N:24]([CH:26]=[C:27]([NH:29][C:30]([CH:32]3[CH2:34][CH2:33]3)=[O:31])[N:28]=2)[N:25]=1.C(=O)([O-])[O-].[K+].[K+]. The catalyst is CN(C)C=O. The product is [CH:32]1([C:30]([NH:29][C:27]2[N:28]=[C:23]3[CH:22]=[CH:21][C:20]([O:4][C:3]4[CH:5]=[CH:6][CH:7]=[CH:8][C:2]=4[C:1]([O:10][CH2:11][CH3:12])=[O:9])=[N:25][N:24]3[CH:26]=2)=[O:31])[CH2:33][CH2:34]1. The yield is 0.180. (6) The reactants are F[C:2](F)(F)[C:3]([OH:5])=O.[NH2:8][C@@:9]1([CH2:38][CH2:39][C:40]([CH3:43])([CH3:42])[CH3:41])[C:18]2C(=[CH:14][CH:15]=[CH:16][CH:17]=2)C(O)=[C:11]([C:20]2[NH:25][C:24]3[CH:26]=[CH:27][C:28]([NH:30][S:31]([CH3:34])(=[O:33])=[O:32])=[CH:29][C:23]=3[S:22](=[O:36])(=[O:35])[N:21]=2)[C:10]1=[O:37].C(N(CC)C(C)C)(C)C.[CH3:53][C:54]1[CH:61]=[CH:60][CH:59]=[C:58]([CH3:62])[C:55]=1[CH:56]=O.[O-]S([O-])(=O)=O.[Mg+2].C(O[BH-](OC(=O)C)OC(=O)C)(=O)C.[Na+].C(O)(=O)C. The catalyst is ClC(Cl)C.C(Cl)Cl. The product is [CH3:53][C:54]1[CH:61]=[CH:60][CH:59]=[C:58]([CH3:62])[C:55]=1[CH2:56][NH:8][C@@:9]1([CH2:38][CH2:39][C:40]([CH3:43])([CH3:42])[CH3:41])[C:18]2[C:2](=[CH:14][CH:15]=[CH:16][CH:17]=2)[C:3]([OH:5])=[C:11]([C:20]2[NH:25][C:24]3[CH:26]=[CH:27][C:28]([NH:30][S:31]([CH3:34])(=[O:33])=[O:32])=[CH:29][C:23]=3[S:22](=[O:36])(=[O:35])[N:21]=2)[C:10]1=[O:37]. The yield is 0.400. (7) The reactants are [CH2:1]([CH:3]([CH2:6][CH3:7])[CH2:4][OH:5])[CH3:2].[H-].[Na+].[NH2:10][C:11]1[CH:18]=[CH:17][CH:16]=[C:15](F)[C:12]=1[C:13]#[N:14]. The catalyst is C1COCC1. The product is [NH2:10][C:11]1[CH:18]=[CH:17][CH:16]=[C:15]([O:5][CH2:4][CH:3]([CH2:6][CH3:7])[CH2:1][CH3:2])[C:12]=1[C:13]#[N:14]. The yield is 0.590.